This data is from Catalyst prediction with 721,799 reactions and 888 catalyst types from USPTO. The task is: Predict which catalyst facilitates the given reaction. (1) Reactant: Br[C:2]1[C:3]([NH2:8])=[N:4][CH:5]=[CH:6][CH:7]=1.[F:9][C:10]([F:32])([C:26]1[CH:31]=[CH:30][CH:29]=[CH:28][CH:27]=1)[C:11]1[CH:16]=[CH:15][C:14](B2OC(C)(C)C(C)(C)O2)=[CH:13][CH:12]=1.O.O.O.O.O.O.O.O.O.O.C(=O)([O-])[O-].[Na+].[Na+]. The catalyst class is: 108. Product: [F:9][C:10]([F:32])([C:26]1[CH:27]=[CH:28][CH:29]=[CH:30][CH:31]=1)[C:11]1[CH:16]=[CH:15][C:14]([C:2]2[C:3]([NH2:8])=[N:4][CH:5]=[CH:6][CH:7]=2)=[CH:13][CH:12]=1. (2) Reactant: [F:1][C:2]1[C:7]([N:8]2[CH2:14][CH2:13][CH2:12][O:11][CH2:10][CH2:9]2)=[CH:6][C:5]([NH2:15])=[C:4]([N+:16]([O-])=O)[CH:3]=1.[H][H]. Product: [F:1][C:2]1[CH:3]=[C:4]([NH2:16])[C:5]([NH2:15])=[CH:6][C:7]=1[N:8]1[CH2:14][CH2:13][CH2:12][O:11][CH2:10][CH2:9]1. The catalyst class is: 19. (3) The catalyst class is: 1. Reactant: C(OC(N1C2C(=CC=CC=2)C=C1CC(OCC)=O)=O)(C)(C)C.[CH2:23]([O:25][C:26](=[O:45])[CH:27]([C:29]1[N:30]([C:38]([O:40][C:41]([CH3:44])([CH3:43])[CH3:42])=[O:39])[C:31]2[C:36]([CH:37]=1)=[CH:35][CH:34]=[CH:33][CH:32]=2)[CH3:28])[CH3:24].C[Si](C)(C)N[Si](C)(C)C.[K].CI. Product: [CH2:23]([O:25][C:26](=[O:45])[CH:27]([C:29]1[N:30]([C:38]([O:40][C:41]([CH3:42])([CH3:44])[CH3:43])=[O:39])[C:31]2[C:36]([CH:37]=1)=[CH:35][CH:34]=[CH:33][CH:32]=2)[CH3:28])[CH3:24]. (4) Reactant: N[C:2]1[CH:9]=[C:8]([C:10]([F:13])([F:12])[F:11])[C:7](OCC)=[CH:6][C:3]=1[C:4]#[N:5].N([O:19][CH2:20][CH2:21]C(C)C)=O. Product: [CH2:20]([O:19][C:2]1[CH:9]=[C:8]([C:10]([F:11])([F:12])[F:13])[CH:7]=[CH:6][C:3]=1[C:4]#[N:5])[CH3:21]. The catalyst class is: 554. (5) Reactant: [F:1][C:2]1[C:8]([F:9])=[CH:7][C:6]([F:10])=[C:5]([F:11])[C:3]=1[NH2:4].[CH2:12]([C:14]1[CH:19]=[CH:18][C:17](Br)=[CH:16][CH:15]=1)[CH3:13].CC(C)([O-])C.[Na+].C(P(C(C)(C)C)C(C)(C)C)(C)(C)C.Cl. Product: [F:1][C:2]1[C:8]([F:9])=[CH:7][C:6]([F:10])=[C:5]([F:11])[C:3]=1[NH:4][C:17]1[CH:18]=[CH:19][C:14]([CH2:12][CH3:13])=[CH:15][CH:16]=1. The catalyst class is: 226. (6) Reactant: [CH:1]1([NH:4][C:5]2[CH:6]=[C:7]([CH:10]=[CH:11][C:12]=2[N+:13]([O-])=O)[C:8]#[N:9])[CH2:3][CH2:2]1. Product: [NH2:13][C:12]1[CH:11]=[CH:10][C:7]([C:8]#[N:9])=[CH:6][C:5]=1[NH:4][CH:1]1[CH2:2][CH2:3]1. The catalyst class is: 50. (7) Reactant: [C:1]([Si:5]([CH3:30])([CH3:29])[O:6][CH2:7][CH2:8][CH2:9][CH2:10][CH2:11][CH2:12][O:13][C:14]1[CH:19]=[CH:18][C:17]([C:20]2[CH:25]=[CH:24][CH:23]=[CH:22][CH:21]=2)=[C:16]([N+:26]([O-])=O)[CH:15]=1)([CH3:4])([CH3:3])[CH3:2].[H][H]. Product: [Si:5]([O:6][CH2:7][CH2:8][CH2:9][CH2:10][CH2:11][CH2:12][O:13][C:14]1[CH:19]=[CH:18][C:17]([C:20]2[CH:25]=[CH:24][CH:23]=[CH:22][CH:21]=2)=[C:16]([NH2:26])[CH:15]=1)([C:1]([CH3:4])([CH3:3])[CH3:2])([CH3:30])[CH3:29]. The catalyst class is: 19. (8) Reactant: [CH3:1][O:2][C:3]1[CH:20]=[CH:19][C:6]2[NH:7][C:8](=[O:18])[N:9]([CH:12]3[CH2:17][CH2:16][NH:15][CH2:14][CH2:13]3)[CH2:10][CH2:11][C:5]=2[CH:4]=1.[Cl:21][C:22]1[CH:27]=[C:26]([C:28]([C:30]2[CH:40]=[C:39]([CH3:41])[C:33]3[N:34]([CH3:38])[C:35](=[O:37])[O:36][C:32]=3[CH:31]=2)=[O:29])[CH:25]=[C:24](Cl)[N:23]=1. Product: [Cl:21][C:22]1[N:23]=[C:24]([N:15]2[CH2:14][CH2:13][CH:12]([N:9]3[CH2:10][CH2:11][C:5]4[CH:4]=[C:3]([O:2][CH3:1])[CH:20]=[CH:19][C:6]=4[NH:7][C:8]3=[O:18])[CH2:17][CH2:16]2)[CH:25]=[C:26]([C:28]([C:30]2[CH:40]=[C:39]([CH3:41])[C:33]3[N:34]([CH3:38])[C:35](=[O:37])[O:36][C:32]=3[CH:31]=2)=[O:29])[CH:27]=1. The catalyst class is: 37.